From a dataset of NCI-60 drug combinations with 297,098 pairs across 59 cell lines. Regression. Given two drug SMILES strings and cell line genomic features, predict the synergy score measuring deviation from expected non-interaction effect. Drug 1: CN(CC1=CN=C2C(=N1)C(=NC(=N2)N)N)C3=CC=C(C=C3)C(=O)NC(CCC(=O)O)C(=O)O. Drug 2: C1C(C(OC1N2C=NC3=C(N=C(N=C32)Cl)N)CO)O. Cell line: HL-60(TB). Synergy scores: CSS=69.2, Synergy_ZIP=-1.20, Synergy_Bliss=-4.07, Synergy_Loewe=-5.08, Synergy_HSA=-1.31.